Dataset: Forward reaction prediction with 1.9M reactions from USPTO patents (1976-2016). Task: Predict the product of the given reaction. Given the reactants F[C:2]1[CH:9]=[CH:8][C:7]([C:10]([F:13])([F:12])[F:11])=[CH:6][C:3]=1[C:4]#[N:5].[Cl:14][C:15]1[CH:16]=[C:17]2[C:21](=[CH:22][CH:23]=1)[NH:20][CH:19]=[CH:18]2.C(=O)([O-])[O-].[K+].[K+].CS(C)=O, predict the reaction product. The product is: [Cl:14][C:15]1[CH:16]=[C:17]2[C:21](=[CH:22][CH:23]=1)[N:20]([C:2]1[CH:9]=[CH:8][C:7]([C:10]([F:13])([F:12])[F:11])=[CH:6][C:3]=1[C:4]#[N:5])[CH:19]=[CH:18]2.